The task is: Predict the product of the given reaction.. This data is from Forward reaction prediction with 1.9M reactions from USPTO patents (1976-2016). (1) The product is: [CH2:1]([N:8]1[CH2:13][CH2:12][O:11][CH:10]([CH2:14][NH2:15])[CH2:9]1)[C:2]1[CH:3]=[CH:4][CH:5]=[CH:6][CH:7]=1. Given the reactants [CH2:1]([N:8]1[CH2:13][CH2:12][O:11][CH:10]([C:14]#[N:15])[CH2:9]1)[C:2]1[CH:7]=[CH:6][CH:5]=[CH:4][CH:3]=1.[H][H], predict the reaction product. (2) Given the reactants [CH3:1][O:2][C:3]1[C:4]([CH3:15])=[C:5]([C:9]([N+:12]([O-:14])=[O:13])=[CH:10][CH:11]=1)[C:6]([OH:8])=[O:7].[C:16]([O-])([O-])=O.[Cs+].[Cs+].IC.O, predict the reaction product. The product is: [CH3:16][O:7][C:6](=[O:8])[C:5]1[C:9]([N+:12]([O-:14])=[O:13])=[CH:10][CH:11]=[C:3]([O:2][CH3:1])[C:4]=1[CH3:15].